Dataset: Forward reaction prediction with 1.9M reactions from USPTO patents (1976-2016). Task: Predict the product of the given reaction. (1) Given the reactants [CH:1]1([CH:6]=O)[CH2:5][CH2:4][CH2:3][CH2:2]1.Cl.[CH3:9][C@H:10]1[CH2:14][CH2:13][CH2:12][N:11]1[C@H:15]1[CH2:19][CH2:18][N:17]([C:20]2[CH:25]=[CH:24][C:23]([CH2:26][C:27]([NH:29][CH:30]3[CH2:35][CH2:34][NH:33][CH2:32][CH2:31]3)=[O:28])=[CH:22][CH:21]=2)[CH2:16]1.C(O[BH-](OC(=O)C)OC(=O)C)(=O)C.[Na+].N#N, predict the reaction product. The product is: [CH:1]1([CH2:6][N:33]2[CH2:34][CH2:35][CH:30]([NH:29][C:27](=[O:28])[CH2:26][C:23]3[CH:22]=[CH:21][C:20]([N:17]4[CH2:18][CH2:19][C@H:15]([N:11]5[CH2:12][CH2:13][CH2:14][C@@H:10]5[CH3:9])[CH2:16]4)=[CH:25][CH:24]=3)[CH2:31][CH2:32]2)[CH2:2][CH2:3][CH2:4][CH2:5]1. (2) Given the reactants [C:1]([C:3]1[C:12]2[C:7](=[CH:8][CH:9]=[CH:10][CH:11]=2)[C:6](F)=[CH:5][CH:4]=1)#[N:2].[O:14]=[C:15]1[N:20]2[CH2:21][CH:22]3[CH2:27][CH:26]([C:19]2=[CH:18][CH:17]=[CH:16]1)[CH2:25][NH:24][CH2:23]3, predict the reaction product. The product is: [O:14]=[C:15]1[N:20]2[CH2:21][CH:22]3[CH2:27][CH:26]([C:19]2=[CH:18][CH:17]=[CH:16]1)[CH2:25][N:24]([C:6]1[C:7]2[C:12](=[CH:11][CH:10]=[CH:9][CH:8]=2)[C:3]([C:1]#[N:2])=[CH:4][CH:5]=1)[CH2:23]3. (3) Given the reactants O.[OH-].[Li+].[CH3:4][C:5]([C@H:8]1[CH2:13][CH2:12][C@H:11]([C@H:14]([NH:19][C:20]([C:22]2[C:31]([NH:32][C:33]([NH:35][C:36]3[C:41]([Cl:42])=[CH:40][C:39]([Cl:43])=[CH:38][C:37]=3[Cl:44])=[O:34])=[CH:30][C:29]3[C:24](=[CH:25][CH:26]=[CH:27][CH:28]=3)[CH:23]=2)=[O:21])[C:15]([O:17]C)=[O:16])[CH2:10][CH2:9]1)([CH3:7])[CH3:6].CO.Cl, predict the reaction product. The product is: [CH3:7][C:5]([C@H:8]1[CH2:9][CH2:10][C@H:11]([C@H:14]([NH:19][C:20]([C:22]2[C:31]([NH:32][C:33]([NH:35][C:36]3[C:37]([Cl:44])=[CH:38][C:39]([Cl:43])=[CH:40][C:41]=3[Cl:42])=[O:34])=[CH:30][C:29]3[C:24](=[CH:25][CH:26]=[CH:27][CH:28]=3)[CH:23]=2)=[O:21])[C:15]([OH:17])=[O:16])[CH2:12][CH2:13]1)([CH3:4])[CH3:6]. (4) Given the reactants [F:1][C:2]1[CH:3]=[C:4]([CH:7]=[C:8]([F:19])[C:9]=1[O:10][C:11]1[CH:16]=[CH:15][C:14]([CH:17]=[O:18])=[CH:13][CH:12]=1)[C:5]#[N:6].OO.C(=O)([O-])[O-:23].[K+].[K+], predict the reaction product. The product is: [F:1][C:2]1[CH:3]=[C:4]([CH:7]=[C:8]([F:19])[C:9]=1[O:10][C:11]1[CH:16]=[CH:15][C:14]([CH:17]=[O:18])=[CH:13][CH:12]=1)[C:5]([NH2:6])=[O:23].